The task is: Predict which catalyst facilitates the given reaction.. This data is from Catalyst prediction with 721,799 reactions and 888 catalyst types from USPTO. (1) Reactant: [F:1][C:2]1[CH:7]=[CH:6][CH:5]=[CH:4][C:3]=1[NH:8][C:9](=[O:34])[NH:10][C:11]1[CH:16]=[CH:15][C:14]([CH2:17][C:18]([O:20]C2C(F)=C(F)C(F)=C(F)C=2F)=O)=[CH:13][C:12]=1[O:32][CH3:33].[NH:35]1[CH2:39][CH2:38][CH2:37][CH:36]1[CH2:40][O:41][C:42]1[CH:47]=[CH:46][C:45]([C:48]([O:50][CH3:51])=[O:49])=[CH:44][N:43]=1.CCN(CC)CC. Product: [F:1][C:2]1[CH:7]=[CH:6][CH:5]=[CH:4][C:3]=1[NH:8][C:9](=[O:34])[NH:10][C:11]1[CH:16]=[CH:15][C:14]([CH2:17][C:18]([N:35]2[CH2:39][CH2:38][CH2:37][CH:36]2[CH2:40][O:41][C:42]2[CH:47]=[CH:46][C:45]([C:48]([O:50][CH3:51])=[O:49])=[CH:44][N:43]=2)=[O:20])=[CH:13][C:12]=1[O:32][CH3:33]. The catalyst class is: 215. (2) Reactant: FC(F)(F)C(O)=O.[C:8]([C@H:10]([CH3:36])[CH2:11][CH2:12][CH2:13][CH2:14][N:15]1[C:24](=[O:25])[C:23]2[NH:22][C:21]([CH2:26][NH:27]C(OC(C)(C)C)=O)=[N:20][C:19]=2[N:18]([CH3:35])[C:16]1=[O:17])#[N:9]. Product: [NH2:27][CH2:26][C:21]1[NH:22][C:23]2[C:24](=[O:25])[N:15]([CH2:14][CH2:13][CH2:12][CH2:11][C@H:10]([C:8]#[N:9])[CH3:36])[C:16](=[O:17])[N:18]([CH3:35])[C:19]=2[N:20]=1. The catalyst class is: 4. (3) Reactant: [NH2:1][C:2]1[CH:3]=[C:4]([C:9]2[S:13][C:12]([C:14]([OH:20])([CH3:19])[C:15]([F:18])([F:17])[F:16])=[N:11][CH:10]=2)[CH:5]=[C:6]([CH3:8])[CH:7]=1.Cl[C:22]1[N:27]=[CH:26][C:25]([CH3:28])=[CH:24][N:23]=1.C(=O)([O-])[O-].[K+].[K+].CC(C1C=C(C(C)C)C(C2C=CC=CC=2P(C2CCCCC2)C2CCCCC2)=C(C(C)C)C=1)C. Product: [F:16][C:15]([F:18])([F:17])[C:14]([C:12]1[S:13][C:9]([C:4]2[CH:3]=[C:2]([NH:1][C:22]3[N:27]=[CH:26][C:25]([CH3:28])=[CH:24][N:23]=3)[CH:7]=[C:6]([CH3:8])[CH:5]=2)=[CH:10][N:11]=1)([OH:20])[CH3:19]. The catalyst class is: 110. (4) Reactant: C(OC(=O)[NH:7][C:8]1[S:9][C:10]([C:13]2[CH:18]=[CH:17][N:16]=[C:15]([NH:19][C:20]3[CH:21]=[C:22]([CH3:26])[CH:23]=[CH:24][CH:25]=3)[N:14]=2)=[CH:11][CH:12]=1)(C)(C)C.[ClH:28].C(O)(C(F)(F)F)=O. Product: [ClH:28].[NH2:7][C:8]1[S:9][C:10]([C:13]2[CH:18]=[CH:17][N:16]=[C:15]([NH:19][C:20]3[CH:21]=[C:22]([CH3:26])[CH:23]=[CH:24][CH:25]=3)[N:14]=2)=[CH:11][CH:12]=1. The catalyst class is: 258. (5) Reactant: Cl.[Cl:2][C:3]1[CH:35]=[CH:34][C:6]2[N:7]([CH2:10][C:11]3[C:19]4[C:14](=[N:15][CH:16]=[CH:17][CH:18]=4)[N:13]([C:20]([N:22]([CH3:33])[CH2:23][CH2:24][NH:25]C(=O)OC(C)(C)C)=[O:21])[N:12]=3)[N:8]=[N:9][C:5]=2[C:4]=1[O:36][C:37]1[CH:42]=[C:41]([C:43]#[N:44])[CH:40]=[C:39]([Cl:45])[CH:38]=1. Product: [Cl-:2].[Cl:2][C:3]1[CH:35]=[CH:34][C:6]2[N:7]([CH2:10][C:11]3[C:19]4[C:14](=[N:15][CH:16]=[CH:17][CH:18]=4)[N:13]([C:20]([N:22]([CH3:33])[CH2:23][CH2:24][NH3+:25])=[O:21])[N:12]=3)[N:8]=[N:9][C:5]=2[C:4]=1[O:36][C:37]1[CH:42]=[C:41]([C:43]#[N:44])[CH:40]=[C:39]([Cl:45])[CH:38]=1. The catalyst class is: 12. (6) Reactant: [O:1]1[C:6]2[CH:7]=[CH:8][C:9]([S:11](Cl)(=[O:13])=[O:12])=[CH:10][C:5]=2[O:4][CH2:3][CH2:2]1.C[C:16]1[CH:21]=[CH:20][C:19]([NH:22][C:23]([NH:25][C:26]2[CH:31]=[CH:30][CH:29]=[CH:28][CH:27]=2)=[O:24])=[C:18](N)[CH:17]=1.[N:33]1C=CC=C[CH:34]=1. Product: [CH3:34][N:33]([C:16]1[CH:17]=[CH:18][C:19]([NH:22][C:23]([NH:25][C:26]2[CH:27]=[CH:28][CH:29]=[CH:30][CH:31]=2)=[O:24])=[CH:20][CH:21]=1)[S:11]([C:9]1[CH:8]=[CH:7][C:6]2[O:1][CH2:2][CH2:3][O:4][C:5]=2[CH:10]=1)(=[O:13])=[O:12]. The catalyst class is: 2. (7) Reactant: [CH3:1][C:2]1([CH3:16])[C:6]([CH3:8])([CH3:7])[O:5][B:4]([C:9]2[CH:10]=[CH:11][C:12]([NH2:15])=[N:13][CH:14]=2)[O:3]1.[F:17][C:18]([F:29])([F:28])[C:19]1[CH:20]=[C:21]([N:25]=[C:26]=[O:27])[CH:22]=[CH:23][CH:24]=1. Product: [CH3:8][C:6]1([CH3:7])[C:2]([CH3:16])([CH3:1])[O:3][B:4]([C:9]2[CH:10]=[CH:11][C:12]([NH:15][C:26]([NH:25][C:21]3[CH:22]=[CH:23][CH:24]=[C:19]([C:18]([F:17])([F:28])[F:29])[CH:20]=3)=[O:27])=[N:13][CH:14]=2)[O:5]1. The catalyst class is: 7. (8) Reactant: C(N(CC)CC)C.[Cl:8][C:9]1[CH:10]=[C:11]([CH:21]=[CH:22][C:23]=1[Cl:24])[CH2:12][N:13]1[CH2:18][CH2:17][O:16][C@@H:15]([CH2:19][NH2:20])[CH2:14]1.Cl[C:26]([O:28][C:29]1[CH:34]=[CH:33][C:32]([N+:35]([O-:37])=[O:36])=[CH:31][CH:30]=1)=[O:27]. Product: [ClH:8].[Cl:8][C:9]1[CH:10]=[C:11]([CH:21]=[CH:22][C:23]=1[Cl:24])[CH2:12][N:13]1[CH2:18][CH2:17][O:16][C@@H:15]([CH2:19][NH:20][C:26](=[O:27])[O:28][C:29]2[CH:30]=[CH:31][C:32]([N+:35]([O-:37])=[O:36])=[CH:33][CH:34]=2)[CH2:14]1. The catalyst class is: 4. (9) Reactant: [Cl:1][C:2]1[CH:7]=[CH:6][CH:5]=[C:4]([Cl:8])[C:3]=1[CH2:9][S:10]([C:13]1[CH:14]=[C:15]2[C:19](=[CH:20][CH:21]=1)[NH:18][C:17](=[O:22])/[C:16]/2=[CH:23]\[C:24]1[NH:28][C:27]([CH3:29])=[C:26]([CH2:30][C:31]([OH:33])=O)[C:25]=1[CH3:34])(=[O:12])=[O:11].[CH:35]1([N:38]([CH3:45])[CH2:39][C@@H:40]2[CH2:44][CH2:43][CH2:42][NH:41]2)[CH2:37][CH2:36]1.C1C=CC2N(O)N=NC=2C=1.CCN=C=NCCCN(C)C. Product: [CH:35]1([N:38]([CH2:39][C@@H:40]2[CH2:44][CH2:43][CH2:42][N:41]2[C:31](=[O:33])[CH2:30][C:26]2[C:25]([CH3:34])=[C:24](/[CH:23]=[C:16]3\[C:17](=[O:22])[NH:18][C:19]4[C:15]\3=[CH:14][C:13]([S:10]([CH2:9][C:3]3[C:4]([Cl:8])=[CH:5][CH:6]=[CH:7][C:2]=3[Cl:1])(=[O:12])=[O:11])=[CH:21][CH:20]=4)[NH:28][C:27]=2[CH3:29])[CH3:45])[CH2:36][CH2:37]1. The catalyst class is: 3.